This data is from Catalyst prediction with 721,799 reactions and 888 catalyst types from USPTO. The task is: Predict which catalyst facilitates the given reaction. (1) Reactant: [Cl:1][C:2]1[C:18]([N+:19]([O-])=O)=[C:17]([F:22])[CH:16]=[CH:15][C:3]=1[C:4]([NH:6][S:7]([N:10]([CH:12]([CH3:14])[CH3:13])[CH3:11])(=[O:9])=[O:8])=[O:5].CO.[H][H]. Product: [Cl:1][C:2]1[C:18]([NH2:19])=[C:17]([F:22])[CH:16]=[CH:15][C:3]=1[C:4]([NH:6][S:7]([N:10]([CH:12]([CH3:14])[CH3:13])[CH3:11])(=[O:9])=[O:8])=[O:5]. The catalyst class is: 11. (2) The catalyst class is: 2. Reactant: [CH3:1][S:2]([C:5]1[CH:10]=[CH:9][C:8]([C:11]2[N:12]=[CH:13][C:14]([O:17][CH:18]([CH:20]3[CH2:25][CH2:24][N:23]([C:26]([O:28][C:29](C)([CH3:31])[CH3:30])=[O:27])[CH2:22][CH2:21]3)[CH3:19])=[N:15][CH:16]=2)=[CH:7][CH:6]=1)(=[O:4])=[O:3].C(O)(C(F)(F)F)=O.C(N(C(C)C)CC)(C)C.ClC(OC(C)C)=O. Product: [CH3:1][S:2]([C:5]1[CH:10]=[CH:9][C:8]([C:11]2[N:12]=[CH:13][C:14]([O:17][CH:18]([CH:20]3[CH2:25][CH2:24][N:23]([C:26]([O:28][CH:29]([CH3:31])[CH3:30])=[O:27])[CH2:22][CH2:21]3)[CH3:19])=[N:15][CH:16]=2)=[CH:7][CH:6]=1)(=[O:4])=[O:3]. (3) The catalyst class is: 2. Product: [CH3:1][S:2]([C:5]1[CH:10]=[CH:9][C:8]([N:11]2[CH:16]=[CH:15][C:14]([O:17][CH:18]3[CH2:23][CH2:22][N:21]([C:24]([O:26][CH:27]([CH3:28])[CH3:29])=[O:25])[CH2:20][CH2:19]3)=[CH:13][C:12]2=[O:31])=[CH:7][CH:6]=1)(=[O:3])=[O:4]. Reactant: [CH3:1][S:2]([C:5]1[CH:10]=[CH:9][C:8]([N:11]2[CH:16]=[CH:15][C:14]([O:17][CH:18]3[CH2:23][CH2:22][N:21]([C:24]([O:26][C:27](C)([CH3:29])[CH3:28])=[O:25])[CH2:20][CH2:19]3)=[CH:13][C:12]2=[O:31])=[CH:7][CH:6]=1)(=[O:4])=[O:3].C(O)(C(F)(F)F)=O.CCN(CC)CC.ClC(OC(C)C)=O. (4) Reactant: [C:1]([C:3]1([CH2:9][C:10]2[CH:19]=[CH:18][C:13]([C:14]([O:16][CH3:17])=[O:15])=[CH:12][CH:11]=2)[CH2:8][CH2:7][NH:6][CH2:5][CH2:4]1)#[N:2].C(N(C(C)C)CC)(C)C.Br[CH2:30][C:31]([NH:33][C:34]1[CH:39]=[CH:38][C:37]([O:40][C:41]2[CH:46]=[CH:45][CH:44]=[CH:43][CH:42]=2)=[CH:36][CH:35]=1)=[O:32]. Product: [C:1]([C:3]1([CH2:9][C:10]2[CH:11]=[CH:12][C:13]([C:14]([O:16][CH3:17])=[O:15])=[CH:18][CH:19]=2)[CH2:8][CH2:7][N:6]([CH2:30][C:31](=[O:32])[NH:33][C:34]2[CH:39]=[CH:38][C:37]([O:40][C:41]3[CH:42]=[CH:43][CH:44]=[CH:45][CH:46]=3)=[CH:36][CH:35]=2)[CH2:5][CH2:4]1)#[N:2]. The catalyst class is: 384. (5) Reactant: [CH3:1][C:2]1[O:6][C:5]([C:7]2[CH:8]=[N:9][NH:10][C:11]=2[NH2:12])=[N:4][CH:3]=1.[CH3:13][C:14]1[C:18]2[CH:19]=[C:20]([C:23](=O)[CH2:24][C:25](OCC)=[O:26])[CH:21]=[CH:22][C:17]=2[O:16][N:15]=1.CC1C=CC(S(O)(=O)=O)=CC=1. Product: [CH3:13][C:14]1[C:18]2[CH:19]=[C:20]([C:23]3[NH:12][C:11]4[N:10]([N:9]=[CH:8][C:7]=4[C:5]4[O:6][C:2]([CH3:1])=[CH:3][N:4]=4)[C:25](=[O:26])[CH:24]=3)[CH:21]=[CH:22][C:17]=2[O:16][N:15]=1. The catalyst class is: 114. (6) Reactant: Cl[C:2]1[N:3]=[C:4]([O:29][CH3:30])[C:5]([N:8](COCCO[Si](C)(C)C)[S:9]([C:12]2[CH:17]=[CH:16][CH:15]=[C:14]([Cl:18])[C:13]=2[Cl:19])(=[O:11])=[O:10])=[N:6][CH:7]=1.[CH2:31]([OH:34])[CH:32]=[CH2:33].[H-].[Na+]. Product: [CH2:31]([O:34][C:2]1[N:3]=[C:4]([O:29][CH3:30])[C:5]([NH:8][S:9]([C:12]2[CH:17]=[CH:16][CH:15]=[C:14]([Cl:18])[C:13]=2[Cl:19])(=[O:10])=[O:11])=[N:6][CH:7]=1)[CH:32]=[CH2:33]. The catalyst class is: 9. (7) Reactant: [CH2:1]1[C:3]2([CH2:8]OS(=O)[O:5][CH2:4]2)[CH2:2]1.[C:10](=[S:13])([O-:12])[CH3:11].[K+].C(OCC)(=O)C.O. Product: [C:10](=[O:12])([S:13][CH2:8][C:3]1([CH2:4][OH:5])[CH2:2][CH2:1]1)[CH3:11]. The catalyst class is: 16. (8) Reactant: C([O:3][C:4](=[O:31])[CH2:5][CH:6]1[CH2:10][CH2:9][CH2:8][N:7]1[C:11](=[O:30])[NH:12][C:13]1[S:17][C:16]2[CH2:18][CH2:19][CH2:20][CH2:21][C:15]=2[C:14]=1[C:22]1[O:26][N:25]=[C:24]([CH:27]2[CH2:29][CH2:28]2)[N:23]=1)C.[OH-].[Na+]. Product: [CH:27]1([C:24]2[N:23]=[C:22]([C:14]3[C:15]4[CH2:21][CH2:20][CH2:19][CH2:18][C:16]=4[S:17][C:13]=3[NH:12][C:11]([N:7]3[CH2:8][CH2:9][CH2:10][CH:6]3[CH2:5][C:4]([OH:31])=[O:3])=[O:30])[O:26][N:25]=2)[CH2:28][CH2:29]1. The catalyst class is: 14. (9) Reactant: CC1NC(C)=CC=1[C:7]1[CH:12]=[CH:11][CH:10]=[C:9]([C:13]2[CH:18]=[CH:17][C:16]([CH:19]3[CH2:24][CH2:23][NH:22][CH2:21][CH2:20]3)=[CH:15][CH:14]=2)[N:8]=1.C(O)C.Cl.[NH2:30]O.Cl. Product: [NH:22]1[CH2:23][CH2:24][CH:19]([C:16]2[CH:17]=[CH:18][C:13]([C:9]3[N:8]=[C:7]([NH2:30])[CH:12]=[CH:11][CH:10]=3)=[CH:14][CH:15]=2)[CH2:20][CH2:21]1. The catalyst class is: 6.